From a dataset of Forward reaction prediction with 1.9M reactions from USPTO patents (1976-2016). Predict the product of the given reaction. (1) Given the reactants [C@@H:1]1([C:7]([OH:9])=[O:8])[CH2:6][CH2:5][CH:4]=[CH:3][CH2:2]1.[H-].[Na+].C(O)(=O)CC(CC(O)=O)(C(O)=O)O, predict the reaction product. The product is: [CH:1]1([C:7]([OH:9])=[O:8])[CH2:6][CH2:5][CH:4]=[CH:3][CH2:2]1. (2) Given the reactants [NH2:1][C:2]1[CH:10]=[CH:9][C:5]2[N:6]=[CH:7][NH:8][C:4]=2[CH:3]=1.[F:11][C:12]1[CH:19]=[C:18]([O:20][CH3:21])[CH:17]=[C:16]([F:22])[C:13]=1[CH:14]=O.[Si](C#N)(C)(C)C.[N:29]1([C:34](N2C=CN=C2)=[O:35])C=CN=[CH:30]1, predict the reaction product. The product is: [NH:6]1[C:5]2[CH:9]=[CH:10][C:2]([N:1]3[CH:14]([C:13]4[C:12]([F:11])=[CH:19][C:18]([O:20][CH3:21])=[CH:17][C:16]=4[F:22])[CH2:30][NH:29][C:34]3=[O:35])=[CH:3][C:4]=2[N:8]=[CH:7]1. (3) Given the reactants [C:1]([N:4]1[CH2:9][CH2:8][C@H:7]([O:10][C:11]2[CH:16]=[CH:15][C:14]([C:17]3[N:22]=[CH:21][N:20]=[C:19]([NH:23][C:24]4[CH:29]=[CH:28][C:27]([CH:30]5[CH2:35][CH2:34][N:33](C(OC(C)(C)C)=O)[CH2:32][CH2:31]5)=[CH:26][CH:25]=4)[N:18]=3)=[CH:13][C:12]=2[C:43]#[N:44])[C:6]([F:46])([F:45])[CH2:5]1)(=[O:3])[CH3:2].FC(F)(F)C(O)=O, predict the reaction product. The product is: [C:1]([N:4]1[CH2:9][CH2:8][C@H:7]([O:10][C:11]2[CH:16]=[CH:15][C:14]([C:17]3[N:18]=[C:19]([NH:23][C:24]4[CH:29]=[CH:28][C:27]([CH:30]5[CH2:35][CH2:34][NH:33][CH2:32][CH2:31]5)=[CH:26][CH:25]=4)[N:20]=[CH:21][N:22]=3)=[CH:13][C:12]=2[C:43]#[N:44])[C:6]([F:45])([F:46])[CH2:5]1)(=[O:3])[CH3:2]. (4) Given the reactants [C:1]([O:5][C:6]([N:8]1[CH2:11][CH:10]([C:12](=[O:17])N(OC)C)[CH2:9]1)=[O:7])([CH3:4])([CH3:3])[CH3:2].[O:18]([C:20]1[CH:25]=[CH:24][CH:23]=[CH:22][C:21]=1[Mg]Br)[CH3:19].OS([O-])(=O)=O.[K+].CCOC(C)=O, predict the reaction product. The product is: [C:1]([O:5][C:6]([N:8]1[CH2:9][CH:10]([C:12](=[O:17])[C:21]2[CH:22]=[CH:23][CH:24]=[CH:25][C:20]=2[O:18][CH3:19])[CH2:11]1)=[O:7])([CH3:2])([CH3:3])[CH3:4]. (5) The product is: [OH:35][C@@:28]1([C:26]#[C:27][C:2]2[CH:3]=[C:4]([N:8]3[C:12]4=[N:13][C:14]([C:17]([F:19])([F:20])[F:18])=[N:15][CH:16]=[C:11]4[C:10]([C:21]([O:23][CH2:24][CH3:25])=[O:22])=[N:9]3)[CH:5]=[CH:6][CH:7]=2)[CH2:32][CH2:31][N:30]([CH3:33])[C:29]1=[O:34]. Given the reactants Br[C:2]1[CH:3]=[C:4]([N:8]2[C:12]3=[N:13][C:14]([C:17]([F:20])([F:19])[F:18])=[N:15][CH:16]=[C:11]3[C:10]([C:21]([O:23][CH2:24][CH3:25])=[O:22])=[N:9]2)[CH:5]=[CH:6][CH:7]=1.[C:26]([C@:28]1([OH:35])[CH2:32][CH2:31][N:30]([CH3:33])[C:29]1=[O:34])#[CH:27], predict the reaction product. (6) Given the reactants [F:1][C:2]1[C:7]([CH3:8])=[CH:6][CH:5]=[C:4]([F:9])[C:3]=1[C:10]1[N:15]=[C:14]([C:16]([O:18]C)=[O:17])[CH:13]=[CH:12][CH:11]=1.[OH-].[Na+], predict the reaction product. The product is: [F:1][C:2]1[C:7]([CH3:8])=[CH:6][CH:5]=[C:4]([F:9])[C:3]=1[C:10]1[N:15]=[C:14]([C:16]([OH:18])=[O:17])[CH:13]=[CH:12][CH:11]=1. (7) Given the reactants [N+:1]([C:4]1[CH:12]=[CH:11][C:10]2[C:6](=[CH:7][N:8]([CH2:13][CH2:14][OH:15])[N:9]=2)[CH:5]=1)([O-:3])=[O:2].C(N(CC)CC)C.[CH3:23][S:24](Cl)(=[O:26])=[O:25], predict the reaction product. The product is: [CH3:23][S:24]([O:15][CH2:14][CH2:13][N:8]1[CH:7]=[C:6]2[C:10]([CH:11]=[CH:12][C:4]([N+:1]([O-:3])=[O:2])=[CH:5]2)=[N:9]1)(=[O:26])=[O:25].